This data is from Rat liver microsome stability data. The task is: Regression/Classification. Given a drug SMILES string, predict its absorption, distribution, metabolism, or excretion properties. Task type varies by dataset: regression for continuous measurements (e.g., permeability, clearance, half-life) or binary classification for categorical outcomes (e.g., BBB penetration, CYP inhibition). Dataset: rlm. (1) The compound is Cc1nc(C(=O)N2[C@H](CNC(=O)c3cccc4cccnc34)CCC[C@@H]2C)c(-c2ccc(F)cc2)s1. The result is 0 (unstable in rat liver microsomes). (2) The drug is CCCCN1C(=O)C(CC(C)C)NC(=O)C12CCN(Cc1ccc(Oc3ccccc3)cc1)CC2. The result is 1 (stable in rat liver microsomes). (3) The compound is CCCCNC(=O)CN1CCN(c2ncc(NC(=O)c3ccc(Cl)cc3)cc2C(=O)O)CC1. The result is 0 (unstable in rat liver microsomes). (4) The molecule is Cc1ccc(S(=O)(=O)Nc2ccccc2C(=O)Nc2cnc(-c3ccccc3)cn2)cc1. The result is 1 (stable in rat liver microsomes). (5) The compound is C=C[C@@H]1C[C@]1(NC(=O)[C@@H]1C[C@@H](Oc2cc(-c3csc(NC(C)C)n3)nc3c(Br)c(OC)ccc23)CN1C(=O)[C@@H](CC(=O)NC1CCCC1)C(C)(C)C)C(=O)O. The result is 0 (unstable in rat liver microsomes).